From a dataset of Full USPTO retrosynthesis dataset with 1.9M reactions from patents (1976-2016). Predict the reactants needed to synthesize the given product. Given the product [CH3:1][N:2]1[N:8]=[C:7]([OH:9])[C:5](=[O:6])[N:4]=[C:3]1[S:10][CH2:11][C:12]1[CH2:33][S:32][C@@H:15]2[C@H:16]([NH:19][C:20](/[C:22](/[C:26]3[N:30]=[C:29]([NH2:31])[S:28][CH:27]=3)=[N:23]\[O:24][CH3:25])=[O:21])[C:17](=[O:18])[N:14]2[C:13]=1[C:34]([O-:36])=[O:35].[Na+:48], predict the reactants needed to synthesize it. The reactants are: [CH3:1][N:2]1[N:8]=[C:7]([OH:9])[C:5](=[O:6])[N:4]=[C:3]1[S:10][CH2:11][C:12]1[CH2:33][S:32][C@@H:15]2[C@H:16]([NH:19][C:20](/[C:22](/[C:26]3[N:30]=[C:29]([NH2:31])[S:28][CH:27]=3)=[N:23]\[O:24][CH3:25])=[O:21])[C:17](=[O:18])[N:14]2[C:13]=1[C:34]([OH:36])=[O:35].C(N(CC)CC)C.C([O-])(=O)C.[Na+:48].